This data is from Forward reaction prediction with 1.9M reactions from USPTO patents (1976-2016). The task is: Predict the product of the given reaction. (1) Given the reactants [CH3:1][C:2]1[CH:3]=[C:4]([CH:9]=[CH:10][C:11]=1[NH:12][C:13](=[O:18])[CH2:14][CH2:15][CH:16]=[CH2:17])[C:5]([O:7][CH3:8])=[O:6].[K].[CH3:20][C:21](C)([O-])[CH3:22].C(Br)C=C.O, predict the reaction product. The product is: [CH2:22]([N:12]([C:13](=[O:18])[CH2:14][CH2:15][CH:16]=[CH2:17])[C:11]1[CH:10]=[CH:9][C:4]([C:5]([O:7][CH3:8])=[O:6])=[CH:3][C:2]=1[CH3:1])[CH:21]=[CH2:20]. (2) The product is: [Cl:8][C:6]1[N:7]=[C:2]([N:24]2[C:25]3[CH:31]=[CH:30][CH:29]=[CH:28][C:26]=3[N:27]=[C:23]2[CH:22]([F:21])[F:32])[N:3]=[C:4]([N:9]2[CH2:14][CH2:13][O:12][CH2:11][CH2:10]2)[N:5]=1. Given the reactants Cl[C:2]1[N:7]=[C:6]([Cl:8])[N:5]=[C:4]([N:9]2[CH2:14][CH2:13][O:12][CH2:11][CH2:10]2)[N:3]=1.C(=O)([O-])[O-].[K+].[K+].[F:21][CH:22]([F:32])[C:23]1[NH:27][C:26]2[CH:28]=[CH:29][CH:30]=[CH:31][C:25]=2[N:24]=1, predict the reaction product. (3) Given the reactants [CH3:1][O:2][C:3]1[CH:8]=[C:7]([N+:9]([O-])=O)[CH:6]=[CH:5][C:4]=1[C:12]#[C:13][CH2:14][N:15]1[CH2:19][CH2:18][CH2:17][CH2:16]1, predict the reaction product. The product is: [CH3:1][O:2][C:3]1[CH:8]=[C:7]([NH2:9])[CH:6]=[CH:5][C:4]=1[CH2:12][CH2:13][CH2:14][N:15]1[CH2:19][CH2:18][CH2:17][CH2:16]1. (4) Given the reactants S(=O)(=O)(O)O.N[C:7]1[CH:15]=[C:14]([O:16][C:17]2[CH:22]=[CH:21][CH:20]=[CH:19][CH:18]=2)[CH:13]=[CH:12][C:8]=1[C:9]([OH:11])=[O:10].N([O-])=O.[Na+].[I-:27].[K+], predict the reaction product. The product is: [I:27][C:7]1[CH:15]=[C:14]([O:16][C:17]2[CH:22]=[CH:21][CH:20]=[CH:19][CH:18]=2)[CH:13]=[CH:12][C:8]=1[C:9]([OH:11])=[O:10]. (5) Given the reactants Cl[C:2]1[CH:7]=[CH:6][N:5]([C:8]2[CH:9]=[CH:10][C:11]3[N:15]=[C:14]([CH:16]4[CH2:18][CH2:17]4)[N:13]([CH3:19])[C:12]=3[CH:20]=2)[C:4](=[O:21])[CH:3]=1.[F:22][C:23]([F:32])([F:31])[C:24]1[S:28][CH:27]=[C:26]([CH2:29][OH:30])[CH:25]=1.C(=O)([O-])[O-].[Cs+].[Cs+].CN(C=O)C, predict the reaction product. The product is: [CH:16]1([C:14]2[N:13]([CH3:19])[C:12]3[CH:20]=[C:8]([N:5]4[CH:6]=[CH:7][C:2]([O:30][CH2:29][C:26]5[CH:25]=[C:24]([C:23]([F:32])([F:22])[F:31])[S:28][CH:27]=5)=[CH:3][C:4]4=[O:21])[CH:9]=[CH:10][C:11]=3[N:15]=2)[CH2:18][CH2:17]1. (6) Given the reactants [CH2:1]([O:3][C:4]([C:6]1[S:10][C:9](/[CH:11]=[CH:12]/[C:13]([OH:15])=O)=[CH:8][C:7]=1[CH3:16])=[O:5])[CH3:2].[F:17][C:18]([F:32])([F:31])[CH:19]([C:21]1[CH:26]=[CH:25][CH:24]=[C:23]([C:27]([F:30])([F:29])[F:28])[CH:22]=1)[NH2:20].CN(C(ON1N=NC2C=CC=NC1=2)=[N+](C)C)C.F[P-](F)(F)(F)(F)F.O, predict the reaction product. The product is: [CH3:16][C:7]1[CH:8]=[C:9](/[CH:11]=[CH:12]/[C:13](=[O:15])[NH:20][CH:19]([C:21]2[CH:26]=[CH:25][CH:24]=[C:23]([C:27]([F:28])([F:29])[F:30])[CH:22]=2)[C:18]([F:32])([F:31])[F:17])[S:10][C:6]=1[C:4]([O:3][CH2:1][CH3:2])=[O:5]. (7) The product is: [Cl:24][C:25]1[CH:39]=[CH:38][C:28]([CH2:29][O:30][C:31]2[CH:36]=[CH:35][N:34]([C:2]3[CH:3]=[CH:4][C:5]4[C:6]5[CH2:16][N:15]([C:17]([O:19][C:20]([CH3:23])([CH3:22])[CH3:21])=[O:18])[CH2:14][CH2:13][CH2:12][C:7]=5[N:8]([CH3:11])[C:9]=4[CH:10]=3)[C:33](=[O:37])[CH:32]=2)=[C:27]([F:40])[CH:26]=1. Given the reactants Br[C:2]1[CH:3]=[CH:4][C:5]2[C:6]3[CH2:16][N:15]([C:17]([O:19][C:20]([CH3:23])([CH3:22])[CH3:21])=[O:18])[CH2:14][CH2:13][CH2:12][C:7]=3[N:8]([CH3:11])[C:9]=2[CH:10]=1.[Cl:24][C:25]1[CH:39]=[CH:38][C:28]([CH2:29][O:30][C:31]2[CH:36]=[CH:35][NH:34][C:33](=[O:37])[CH:32]=2)=[C:27]([F:40])[CH:26]=1, predict the reaction product.